This data is from Experimentally validated miRNA-target interactions with 360,000+ pairs, plus equal number of negative samples. The task is: Binary Classification. Given a miRNA mature sequence and a target amino acid sequence, predict their likelihood of interaction. (1) The miRNA is mmu-miR-3966 with sequence AGCUGCCAGCUGUAGAACUGU. The protein sequence of the target gene is MVTQILGAMESQVGGGPAGPALPNGPLLGTNGATDDSKTNLIVNYLPQNMTQDEFKSLFGSIGDIESCKLVRDKITGQSLGYGFVNYSDPNDADKAINTLNGLKLQTKTIKVSYARPSSASIRDANLYVSGLPKTMSQKEMEQLFSQYGRIITSRILLDQATGVSRGVGFIRFDKRIEAEEAIKGLNGQKPLGAAEPITVKFANNPSQKTGQALLTHLYQSSARRYAGPLHHQTQRFRLDNLLNMAYGVKSPLSLIARFSPIAIDGMSGLAGVGLSGGAAGAGWCIFVYNLSPEADESVL.... Result: 1 (interaction). (2) The miRNA is hsa-miR-4694-5p with sequence AGGUGUUAUCCUAUCCAUUUGC. The protein sequence of the target gene is MGSWLSEVQWLFLVSLFVAALGTVGLYLAQWALAKARPPPRRRAEPDELRRRESDTLLSWILTRDSWGNQWQAAWVTALNYEAEKRGGPLRLSFQKDPRPQSLQLTVEKVSSVVKSTQEKVVICHVVGETLQFLVSAGPASATGSECQLYDVHLSPFHLKVEFHMEEKREDIQIRWSFTHVPETAIKIQPQAPGEKQALGVNMLSEALEDLFKHLVNAASPSVFLSTKPTQVKEAQSLQCPSSTAQEPCPPKPPRAHELKLQVKNIRVSLINHPGASGLSHVCVAQLNDPEQRFISTLVR.... Result: 0 (no interaction). (3) The miRNA is mmu-let-7c-5p with sequence UGAGGUAGUAGGUUGUAUGGUU. The protein sequence of the target gene is MEPWKQCAQWLIHSKVLPPNHRVTWDSAQVFDLAQTLRDGVLLCQLLNNLRPHSINLKEINLRPQMSQFLCLKNIRTFLAACCDTFGMRKSELFEAFDLFDVRDFGKVIETLSRLSRTPIALATGIRPFPTEESINDEDIYKGLPDLIDETRVEDEEDLYDCVYGEDEGGEVYEDLMKAEEAQQPKSQENDIRSCCLAEIRQTEEKYTETLESIEKYFMAPLKRFLTAAEFDSVFINIPDLVKVHRSLMQEIHDSIVNKDDQNLYQVFINYKERLVIYGQYCSGVESAISNLDYISKTKE.... Result: 0 (no interaction). (4) The miRNA is hsa-miR-29c-5p with sequence UGACCGAUUUCUCCUGGUGUUC. The protein sequence of the target gene is MEVPNVKDFQWKRLAPLPSRRVYCSLLETGGQVYAIGGCDDNGVPMDCFEVYSPEADQWTSLPSLPTARAGVAITALGKRIMVIGGVGTNQLPVKVVEMYNIDEGKWKKRSVLREAAMGISVTAKDYRVYAAGGMGLDLRPHNYLQHYDMLKDMWVSLAPMPTPRYAATSFLRGSKIYVLGGRQSKYAVNAFEVFDIESRSWTKFPNIPCKRAFSSFVTLDNHLYSLGGLRQGRLYRQPKFLRTMDVFDMEQGGWLKMERSFFLKKRRADFVAGGLSGRVIVAGGLGNQPTVLETAEAFH.... Result: 0 (no interaction). (5) The miRNA is hsa-miR-1178-3p with sequence UUGCUCACUGUUCUUCCCUAG. The protein sequence of the target gene is MTTQQIDLQGPGPWGFRLVGGKDFEQPLAISRVTPGSKAALANLCIGDVITAIDGENTSNMTHLEAQNRIKGCTDNLTLTVARSEHKVWSPLVTEEGKRHPYKMNLASEPQEVLHIGSAHNRSAMPFTASPASSTTARVITNQYNNPAGLYSSENISNFNNALESKTAASGVEANSRPLDHAQPPSSLVIDKESEVYKMLQEKQELNEPPKQSTSFLVLQEILESEEKGDPNKPSGFRSVKAPVTKVAASIGNAQKLPMCDKCGTGIVGVFVKLRDRHRHPECYVCTDCGTNLKQKGHFF.... Result: 0 (no interaction). (6) The miRNA is mmu-miR-425-5p with sequence AAUGACACGAUCACUCCCGUUGA. The protein sequence of the target gene is MTDDKDVLRDVWFGRIPTCFTLYQDEITEREAEPYYLLLPRVSYLTLVTDKVKKHFQKVMRQEDVSEIWFEYEGTPLKWHYPIGLLFDLLASSSALPWNITVHFKSFPEKDLLHCPSKDAVEAHFMSCMKEADALKHKSQVINEMQKKDHKQLWMGLQNDRFDQFWAINRKLMEYPPEENGFRYIPFRIYQTTTERPFIQKLFRPVAADGQLHTLGDLLREVCPSAVAPEDGEKRSQVMIHGIEPMLETPLQWLSEHLSYPDNFLHISIVPQPTD. Result: 1 (interaction).